This data is from Forward reaction prediction with 1.9M reactions from USPTO patents (1976-2016). The task is: Predict the product of the given reaction. (1) Given the reactants [F-].C([N+](CCCC)(CCCC)CCCC)CCC.[CH2:19]([O:21][C:22](=[O:46])[C:23]([CH3:45])([CH3:44])[C:24]([C:26]1[CH:35]=[CH:34][C:33]2[C:28](=[CH:29][CH:30]=[C:31]([O:36][Si](C(C)(C)C)(C)C)[CH:32]=2)[CH:27]=1)=[O:25])[CH3:20], predict the reaction product. The product is: [CH2:19]([O:21][C:22](=[O:46])[C:23]([CH3:45])([CH3:44])[C:24]([C:26]1[CH:35]=[CH:34][C:33]2[C:28](=[CH:29][CH:30]=[C:31]([OH:36])[CH:32]=2)[CH:27]=1)=[O:25])[CH3:20]. (2) Given the reactants [Br:1][C:2]1[CH:7]=[CH:6][CH:5]=[CH:4][C:3]=1[CH:8]=[N:9][N:10]1[C:19]2[C:14](=[CH:15][CH:16]=[CH:17][CH:18]=2)[C:13]([OH:20])=[C:12]([C:21]2[NH:26][C:25]3[CH:27]=[CH:28][CH:29]=[CH:30][C:24]=3[S:23](=[O:32])(=[O:31])[N:22]=2)[C:11]1=[O:33].CO.[BH4-].[Li+].Cl, predict the reaction product. The product is: [Br:1][C:2]1[CH:7]=[CH:6][CH:5]=[CH:4][C:3]=1[CH2:8][NH:9][N:10]1[C:19]2[C:14](=[CH:15][CH:16]=[CH:17][CH:18]=2)[C:13]([OH:20])=[C:12]([C:21]2[NH:26][C:25]3[CH:27]=[CH:28][CH:29]=[CH:30][C:24]=3[S:23](=[O:32])(=[O:31])[N:22]=2)[C:11]1=[O:33]. (3) Given the reactants [CH3:1][C:2]1[S:6][C:5]([NH2:7])=[N:4][CH:3]=1.[C:8](Cl)(Cl)=[O:9].C1(C)C=CC=CC=1.C(N(C(C)C)CC)(C)C.Cl.[F:29][C@@H:30]1[CH2:34][CH2:33][NH:32][CH2:31]1, predict the reaction product. The product is: [F:29][C@@H:30]1[CH2:34][CH2:33][N:32]([C:8]([NH:7][C:5]2[S:6][C:2]([CH3:1])=[CH:3][N:4]=2)=[O:9])[CH2:31]1. (4) Given the reactants [OH:1][CH2:2][CH2:3][N:4]1[CH:8]=[C:7]([NH:9][C:10]([C:12]2[N:13]=[CH:14][O:15][C:16]=2[C:17]2[CH:18]=[C:19]([CH3:23])[CH:20]=[CH:21][CH:22]=2)=[O:11])[CH:6]=[N:5]1.CCN(CC)CC.[CH3:31][S:32](Cl)(=[O:34])=[O:33], predict the reaction product. The product is: [CH3:31][S:32]([O:1][CH2:2][CH2:3][N:4]1[CH:8]=[C:7]([NH:9][C:10]([C:12]2[N:13]=[CH:14][O:15][C:16]=2[C:17]2[CH:18]=[C:19]([CH3:23])[CH:20]=[CH:21][CH:22]=2)=[O:11])[CH:6]=[N:5]1)(=[O:34])=[O:33]. (5) Given the reactants [Cl:1][C:2]1[N:3]([CH2:10][C@@H:11]([OH:24])[CH2:12]OS(C2C=CC(C)=CC=2)(=O)=O)[CH:4]=[C:5]([N+:7]([O-:9])=[O:8])[N:6]=1.[N:25]1([C:31]([O:33][C:34]([CH3:37])([CH3:36])[CH3:35])=[O:32])[CH2:30][CH2:29][NH:28][CH2:27][CH2:26]1.C(N(CC)CC)C, predict the reaction product. The product is: [Cl:1][C:2]1[N:3]([CH2:10][C@@H:11]([OH:24])[CH2:12][N:28]2[CH2:27][CH2:26][N:25]([C:31]([O:33][C:34]([CH3:37])([CH3:36])[CH3:35])=[O:32])[CH2:30][CH2:29]2)[CH:4]=[C:5]([N+:7]([O-:9])=[O:8])[N:6]=1. (6) Given the reactants [Br:1][C:2]1[CH:3]=[C:4]2[C:10]([I:11])=[N:9][NH:8][C:5]2=[N:6][CH:7]=1.[H-].[Na+].[C:14]([O:20][CH2:21]Cl)(=[O:19])[C:15]([CH3:18])([CH3:17])[CH3:16], predict the reaction product. The product is: [Br:1][C:2]1[CH:3]=[C:4]2[C:10]([I:11])=[N:9][N:8]([CH2:21][O:20][C:14](=[O:19])[C:15]([CH3:18])([CH3:17])[CH3:16])[C:5]2=[N:6][CH:7]=1. (7) Given the reactants O=[C:2]([CH2:8][CH3:9])[CH2:3][CH2:4][C:5]([OH:7])=O.C(Cl)(=[O:15])C(C)(C)C.[NH2:17][CH:18]([P:22]([O:51][CH2:52][C:53]1[CH:58]=[CH:57][CH:56]=[CH:55][CH:54]=1)([O:24][C@@H:25]([CH2:36][CH2:37][CH2:38][CH2:39][NH:40][C:41]([O:43][CH2:44][C:45]1[CH:50]=[CH:49][CH:48]=[CH:47][CH:46]=1)=[O:42])[C:26]([O:28][CH2:29][C:30]1[CH:35]=[CH:34][CH:33]=[CH:32][CH:31]=1)=[O:27])=[O:23])[CH:19]([CH3:21])[CH3:20].[Cl-].[NH4+], predict the reaction product. The product is: [CH2:44]([O:43][C:41]([NH:40][CH2:39][CH2:38][CH2:37][CH2:36][C@H:25]([O:24][P:22]([CH:18]([NH:17][C:5](=[O:7])[CH2:4][CH2:3][CH2:2][C:8](=[O:15])[CH3:9])[CH:19]([CH3:21])[CH3:20])([O:51][CH2:52][C:53]1[CH:54]=[CH:55][CH:56]=[CH:57][CH:58]=1)=[O:23])[C:26]([O:28][CH2:29][C:30]1[CH:35]=[CH:34][CH:33]=[CH:32][CH:31]=1)=[O:27])=[O:42])[C:45]1[CH:50]=[CH:49][CH:48]=[CH:47][CH:46]=1. (8) Given the reactants [Si]([O:8][CH:9]([CH2:20][O:21][C:22]1[CH:27]=[CH:26][CH:25]=[C:24]([C:28]2[N:33]=[C:32]3[N:34]([CH:40]([CH3:42])[CH3:41])[N:35]=[C:36]([CH:37]4[CH2:39][CH2:38]4)[C:31]3=[C:30]([NH:43][CH:44]3[CH2:49][CH2:48][O:47][CH2:46][CH2:45]3)[CH:29]=2)[CH:23]=1)[CH2:10][N:11](C)[C:12](=O)OC(C)(C)C)(C(C)(C)C)(C)C.Cl, predict the reaction product. The product is: [CH:37]1([C:36]2[C:31]3[C:32](=[N:33][C:28]([C:24]4[CH:23]=[C:22]([CH:27]=[CH:26][CH:25]=4)[O:21][CH2:20][CH:9]([OH:8])[CH2:10][NH:11][CH3:12])=[CH:29][C:30]=3[NH:43][CH:44]3[CH2:49][CH2:48][O:47][CH2:46][CH2:45]3)[N:34]([CH:40]([CH3:42])[CH3:41])[N:35]=2)[CH2:38][CH2:39]1.